Predict which catalyst facilitates the given reaction. From a dataset of Catalyst prediction with 721,799 reactions and 888 catalyst types from USPTO. (1) Reactant: [CH2:1]([O:3][C:4](=[O:16])[CH2:5][N:6]1[C:14]2[C:9](=[CH:10][CH:11]=[C:12]([NH2:15])[CH:13]=2)[CH:8]=[CH:7]1)[CH3:2].[F:17][C:18]([F:37])([F:36])[O:19][C:20]1[CH:25]=[CH:24][C:23]([C:26]#[C:27][CH2:28][CH2:29][CH2:30]OS(C)(=O)=O)=[CH:22][CH:21]=1.C(=O)([O-])[O-].[K+].[K+]. Product: [CH2:1]([O:3][C:4](=[O:16])[CH2:5][N:6]1[C:14]2[C:9](=[CH:10][CH:11]=[C:12]([NH:15][CH2:30][CH2:29][CH2:28][C:27]#[C:26][C:23]3[CH:24]=[CH:25][C:20]([O:19][C:18]([F:17])([F:36])[F:37])=[CH:21][CH:22]=3)[CH:13]=2)[CH:8]=[CH:7]1)[CH3:2]. The catalyst class is: 3. (2) Reactant: [CH3:1][O:2][C:3]1[CH:8]=[CH:7][C:6]([CH2:9][O:10][C:11]2[N:16]=[C:15]([NH2:17])[C:14]([N+:18]([O-])=O)=[CH:13][CH:12]=2)=[CH:5][CH:4]=1.C(O)(=O)C. Product: [CH3:1][O:2][C:3]1[CH:4]=[CH:5][C:6]([CH2:9][O:10][C:11]2[N:16]=[C:15]([NH2:17])[C:14]([NH2:18])=[CH:13][CH:12]=2)=[CH:7][CH:8]=1. The catalyst class is: 284. (3) Reactant: Br[C:2]1[C:8]([C:9]([F:12])([F:11])[F:10])=[CH:7][C:6]([C:13]([F:16])([F:15])[F:14])=[CH:5][C:3]=1[NH2:4].CC1C=CC=CC=1P(C1C=CC=CC=1C)C1C=CC=CC=1C.[C:39]([O:43][CH3:44])(=[O:42])[CH:40]=[CH2:41]. Product: [NH2:4][C:3]1[CH:5]=[C:6]([C:13]([F:16])([F:15])[F:14])[CH:7]=[C:8]([C:9]([F:12])([F:11])[F:10])[C:2]=1/[CH:41]=[CH:40]/[C:39]([O:43][CH3:44])=[O:42]. The catalyst class is: 10. (4) Reactant: [OH:1][CH:2]1[CH2:7][CH2:6][CH:5]([O:8][CH2:9][CH:10]2[CH2:15][CH2:14][N:13]([C:16]([O:18][C:19]([CH3:22])([CH3:21])[CH3:20])=[O:17])[CH2:12][CH2:11]2)[CH2:4][CH2:3]1.OCC1CCN(C(OC(C)(C)C)=O)CC1. Product: [O:1]=[C:2]1[CH2:7][CH2:6][CH:5]([O:8][CH2:9][CH:10]2[CH2:15][CH2:14][N:13]([C:16]([O:18][C:19]([CH3:22])([CH3:21])[CH3:20])=[O:17])[CH2:12][CH2:11]2)[CH2:4][CH2:3]1. The catalyst class is: 4. (5) Reactant: [NH2:1][C@@H:2]1[CH2:7][CH2:6][C@@H:5]([C:8]([NH:10][CH:11]([C:19]2[CH:24]=[CH:23][C:22]([F:25])=[CH:21][CH:20]=2)[C:12]2[CH:17]=[CH:16][C:15]([F:18])=[CH:14][CH:13]=2)=[O:9])[C@H:4]([C:26]2[CH:31]=[CH:30][C:29]([Br:32])=[CH:28][CH:27]=2)[CH2:3]1.[Cl:33][CH2:34][C:35](Cl)=[O:36].CCN(C(C)C)C(C)C. Product: [F:25][C:22]1[CH:23]=[CH:24][C:19]([CH:11]([C:12]2[CH:17]=[CH:16][C:15]([F:18])=[CH:14][CH:13]=2)[NH:10][C:8]([C@@H:5]2[CH2:6][CH2:7][C@@H:2]([NH:1][C:35](=[O:36])[CH2:34][Cl:33])[CH2:3][C@H:4]2[C:26]2[CH:31]=[CH:30][C:29]([Br:32])=[CH:28][CH:27]=2)=[O:9])=[CH:20][CH:21]=1. The catalyst class is: 23. (6) Reactant: Cl.[F:2][C:3]1([F:8])[CH2:7][CH2:6][NH:5][CH2:4]1.Br[CH2:10][CH2:11][NH:12][C:13](=[O:19])[O:14][C:15]([CH3:18])([CH3:17])[CH3:16].C(N(CC)C(C)C)(C)C. Product: [C:15]([O:14][C:13](=[O:19])[NH:12][CH2:11][CH2:10][N:5]1[CH2:6][CH2:7][C:3]([F:8])([F:2])[CH2:4]1)([CH3:18])([CH3:17])[CH3:16]. The catalyst class is: 10. (7) Reactant: [CH2:1]([O:5][C:6]1[CH:11]=[CH:10][C:9]([S:12]([NH:15][C:16]2([C:22]([O:24][CH3:25])=[O:23])[CH2:21][CH2:20][CH2:19][CH2:18][CH2:17]2)(=[O:14])=[O:13])=[CH:8][CH:7]=1)[C:2]#[C:3][CH3:4].[C:26](=O)([O-])[O-].[K+].[K+].CI. Product: [CH3:25][O:24][C:22]([C:16]1([N:15]([S:12]([C:9]2[CH:10]=[CH:11][C:6]([O:5][CH2:1][C:2]#[C:3][CH3:4])=[CH:7][CH:8]=2)(=[O:14])=[O:13])[CH3:26])[CH2:21][CH2:20][CH2:19][CH2:18][CH2:17]1)=[O:23]. The catalyst class is: 21. (8) Reactant: [N+:1]([C:4]1[N:5]=[C:6]([S:9][C:10]2[CH:15]=[CH:14][C:13]([N+:16]([O-:18])=[O:17])=[CH:12][CH:11]=2)[NH:7][CH:8]=1)([O-:3])=[O:2].[CH3:19]N(C)C=O.C(=O)([O-])[O-].[K+].[K+].[F-].[Cs+].[C:32]([O:35][CH2:36][CH3:37])(=O)C. Product: [CH3:19][C@@:36]1([CH2:37][N:7]2[CH:8]=[C:4]([N+:1]([O-:3])=[O:2])[N:5]=[C:6]2[S:9][C:10]2[CH:11]=[CH:12][C:13]([N+:16]([O-:18])=[O:17])=[CH:14][CH:15]=2)[CH2:32][O:35]1. The catalyst class is: 6. (9) The catalyst class is: 22. Product: [Cl:5][C:6]1[CH:44]=[CH:43][CH:42]=[C:41]([Cl:45])[C:7]=1[C:8]([NH:10][C@H:11]([C:33]([OH:35])=[O:34])[CH2:12][C:13]1[CH:14]=[CH:15][C:16]([N:19]2[CH2:24][CH2:23][CH:22]([NH:25][C:26]3[CH:31]=[CH:30][CH:29]=[CH:28][N:27]=3)[CH2:21][CH2:20]2)=[CH:17][CH:18]=1)=[O:9]. Reactant: P(Cl)(Cl)Cl.[Cl:5][C:6]1[CH:44]=[CH:43][CH:42]=[C:41]([Cl:45])[C:7]=1[C:8]([NH:10][C@H:11]([C:33]([O:35]CCC(C)C)=[O:34])[CH2:12][C:13]1[CH:18]=[CH:17][C:16]([N:19]2[CH2:24][CH2:23][CH:22]([NH:25][C:26]3[CH:31]=[CH:30][CH:29]=[CH:28][N+:27]=3[O-])[CH2:21][CH2:20]2)=[CH:15][CH:14]=1)=[O:9].[OH-].[Na+]. (10) Reactant: [C:1]([NH:4][C:5]1[CH:13]=[CH:12][CH:11]=[CH:10][C:6]=1[C:7]([NH2:9])=[O:8])(=O)[CH3:2].[OH-].[Na+]. Product: [CH3:2][C:1]1[NH:9][C:7](=[O:8])[C:6]2[C:5](=[CH:13][CH:12]=[CH:11][CH:10]=2)[N:4]=1. The catalyst class is: 15.